This data is from Forward reaction prediction with 1.9M reactions from USPTO patents (1976-2016). The task is: Predict the product of the given reaction. (1) The product is: [Cl:1][C:2]1[CH:3]=[C:4](/[CH:14]=[CH:15]/[C:16]([O:18][CH2:19][CH3:20])=[O:17])[CH:5]=[N:6][C:7]=1[NH:8][C@@H:9]1[CH2:13][CH2:12][N:11]([CH2:29][C:21]2[CH:26]=[CH:25][CH:24]=[C:23]([CH3:27])[CH:22]=2)[CH2:10]1. Given the reactants [Cl:1][C:2]1[CH:3]=[C:4](/[CH:14]=[CH:15]/[C:16]([O:18][CH2:19][CH3:20])=[O:17])[CH:5]=[N:6][C:7]=1[NH:8][C@@H:9]1[CH2:13][CH2:12][NH:11][CH2:10]1.[C:21]1([CH3:29])[CH:26]=[CH:25][CH:24]=[C:23]([CH:27]=O)[CH:22]=1.C(O[BH-](OC(=O)C)OC(=O)C)(=O)C.[Na+].C([O-])([O-])=O.[K+].[K+], predict the reaction product. (2) The product is: [NH2:30][C:27]1[CH:28]=[CH:29][C:24]([CH2:23][C:22]([NH:21][C:20]2[C:14]3[C:15](=[N:16][CH:17]=[C:12]([S:11][C:6]4[CH:5]=[C:4]([F:3])[CH:9]=[C:8]([F:10])[CH:7]=4)[CH:13]=3)[NH:18][N:19]=2)=[O:33])=[CH:25][CH:26]=1. Given the reactants [Cl-].[NH4+].[F:3][C:4]1[CH:5]=[C:6]([S:11][C:12]2[CH:13]=[C:14]3[C:20]([NH:21][C:22](=[O:33])[CH2:23][C:24]4[CH:29]=[CH:28][C:27]([N+:30]([O-])=O)=[CH:26][CH:25]=4)=[N:19][NH:18][C:15]3=[N:16][CH:17]=2)[CH:7]=[C:8]([F:10])[CH:9]=1, predict the reaction product. (3) Given the reactants [N+:1]([C:4]1[S:8][C:7]([C:9]([O:11][CH3:12])=[O:10])=[C:6]([O:13][C@@H:14]([C:16]2[CH:21]=[CH:20][CH:19]=[CH:18][C:17]=2[C:22]([F:25])([F:24])[F:23])[CH3:15])[CH:5]=1)([O-])=O, predict the reaction product. The product is: [NH2:1][C:4]1[S:8][C:7]([C:9]([O:11][CH3:12])=[O:10])=[C:6]([O:13][C@@H:14]([C:16]2[CH:21]=[CH:20][CH:19]=[CH:18][C:17]=2[C:22]([F:25])([F:23])[F:24])[CH3:15])[CH:5]=1. (4) Given the reactants Br[C:2]1[CH:11]=[CH:10][C:5]([C:6]([O:8][CH3:9])=[O:7])=[CH:4][CH:3]=1.[N:12]1[CH:17]=[CH:16][C:15](B(O)O)=[CH:14][CH:13]=1.C([O-])([O-])=O.[Na+].[Na+], predict the reaction product. The product is: [N:12]1[CH:17]=[CH:16][C:15]([C:2]2[CH:11]=[CH:10][C:5]([C:6]([O:8][CH3:9])=[O:7])=[CH:4][CH:3]=2)=[CH:14][CH:13]=1.